From a dataset of NCI-60 drug combinations with 297,098 pairs across 59 cell lines. Regression. Given two drug SMILES strings and cell line genomic features, predict the synergy score measuring deviation from expected non-interaction effect. (1) Drug 1: CC(C)CN1C=NC2=C1C3=CC=CC=C3N=C2N. Drug 2: CCC1(C2=C(COC1=O)C(=O)N3CC4=CC5=C(C=CC(=C5CN(C)C)O)N=C4C3=C2)O.Cl. Cell line: MOLT-4. Synergy scores: CSS=53.5, Synergy_ZIP=0.190, Synergy_Bliss=-0.311, Synergy_Loewe=-22.7, Synergy_HSA=-0.438. (2) Drug 1: CC(CN1CC(=O)NC(=O)C1)N2CC(=O)NC(=O)C2. Drug 2: C1C(C(OC1N2C=NC(=NC2=O)N)CO)O. Cell line: MDA-MB-435. Synergy scores: CSS=-0.434, Synergy_ZIP=-2.69, Synergy_Bliss=-1.85, Synergy_Loewe=-8.33, Synergy_HSA=-5.37. (3) Drug 1: CNC(=O)C1=CC=CC=C1SC2=CC3=C(C=C2)C(=NN3)C=CC4=CC=CC=N4. Drug 2: C1=CC(=CC=C1CCCC(=O)O)N(CCCl)CCCl. Cell line: EKVX. Synergy scores: CSS=5.23, Synergy_ZIP=-6.05, Synergy_Bliss=-3.68, Synergy_Loewe=-1.93, Synergy_HSA=-1.16. (4) Drug 1: CN1CCC(CC1)COC2=C(C=C3C(=C2)N=CN=C3NC4=C(C=C(C=C4)Br)F)OC. Drug 2: COC1=CC(=CC(=C1O)OC)C2C3C(COC3=O)C(C4=CC5=C(C=C24)OCO5)OC6C(C(C7C(O6)COC(O7)C8=CC=CS8)O)O. Cell line: NCI-H522. Synergy scores: CSS=35.7, Synergy_ZIP=-9.89, Synergy_Bliss=-2.74, Synergy_Loewe=-2.63, Synergy_HSA=0.991. (5) Drug 1: CC1CCC2CC(C(=CC=CC=CC(CC(C(=O)C(C(C(=CC(C(=O)CC(OC(=O)C3CCCCN3C(=O)C(=O)C1(O2)O)C(C)CC4CCC(C(C4)OC)OCCO)C)C)O)OC)C)C)C)OC. Drug 2: N.N.Cl[Pt+2]Cl. Cell line: U251. Synergy scores: CSS=43.9, Synergy_ZIP=-1.99, Synergy_Bliss=-0.205, Synergy_Loewe=-3.27, Synergy_HSA=2.00. (6) Drug 1: CC12CCC3C(C1CCC2=O)CC(=C)C4=CC(=O)C=CC34C. Drug 2: B(C(CC(C)C)NC(=O)C(CC1=CC=CC=C1)NC(=O)C2=NC=CN=C2)(O)O. Cell line: UACC-257. Synergy scores: CSS=34.7, Synergy_ZIP=3.49, Synergy_Bliss=2.89, Synergy_Loewe=2.97, Synergy_HSA=2.52. (7) Drug 1: C1CNP(=O)(OC1)N(CCCl)CCCl. Drug 2: CC1CC(C(C(C=C(C(C(C=CC=C(C(=O)NC2=CC(=O)C(=C(C1)C2=O)OC)C)OC)OC(=O)N)C)C)O)OC. Cell line: HCT116. Synergy scores: CSS=44.3, Synergy_ZIP=5.03, Synergy_Bliss=3.16, Synergy_Loewe=-42.0, Synergy_HSA=3.43. (8) Drug 1: C(=O)(N)NO. Drug 2: CC1=C(C(=O)C2=C(C1=O)N3CC4C(C3(C2COC(=O)N)OC)N4)N. Cell line: OVCAR-8. Synergy scores: CSS=29.3, Synergy_ZIP=-2.08, Synergy_Bliss=2.10, Synergy_Loewe=-19.9, Synergy_HSA=3.96.